This data is from Peptide-MHC class I binding affinity with 185,985 pairs from IEDB/IMGT. The task is: Regression. Given a peptide amino acid sequence and an MHC pseudo amino acid sequence, predict their binding affinity value. This is MHC class I binding data. The peptide sequence is SQLSLSMARR. The MHC is HLA-A68:01 with pseudo-sequence HLA-A68:01. The binding affinity (normalized) is 0.456.